This data is from Forward reaction prediction with 1.9M reactions from USPTO patents (1976-2016). The task is: Predict the product of the given reaction. (1) Given the reactants [C:1]([O:5][C:6]([N:8]1[CH2:12][CH:11]=[CH:10][CH2:9]1)=[O:7])([CH3:4])([CH3:3])[CH3:2].F[B-](F)(F)F.[Cl:18][C:19]1[CH:24]=[CH:23][C:22]([N+]#N)=[CH:21][C:20]=1[CH3:27].[CH3:28][OH:29], predict the reaction product. The product is: [Cl:18][C:19]1[CH:24]=[CH:23][C:22]([CH:11]2[CH2:12][N:8]([C:6]([O:5][C:1]([CH3:4])([CH3:2])[CH3:3])=[O:7])[CH:9]([O:29][CH3:28])[CH2:10]2)=[CH:21][C:20]=1[CH3:27]. (2) Given the reactants [CH3:1][O:2][C:3]1[CH:4]=[CH:5][C:6]2[O:10][CH:9]=[CH:8][C:7]=2[CH:11]=1.C([Li])CCC.CCCCCC.[C:23]1([CH2:29][CH:30]=[O:31])[CH:28]=[CH:27][CH:26]=[CH:25][CH:24]=1, predict the reaction product. The product is: [OH:31][CH:30]([C:9]1[O:10][C:6]2[CH:5]=[CH:4][C:3]([O:2][CH3:1])=[CH:11][C:7]=2[CH:8]=1)[CH2:29][C:23]1[CH:28]=[CH:27][CH:26]=[CH:25][CH:24]=1. (3) The product is: [OH:1][C@H:2]([CH3:25])[C@H:3]([N:9]1[CH2:12][C:11]2([CH2:16][CH2:15][CH2:14][NH:13]2)[C:10]1=[O:24])[C:4]1[O:8][N:7]=[CH:6][N:5]=1. Given the reactants [OH:1][C@H:2]([CH3:25])[C@H:3]([N:9]1[CH2:12][C:11]2([CH2:16][CH2:15][CH2:14][N:13]2C(OC(C)(C)C)=O)[C:10]1=[O:24])[C:4]1[O:8][N:7]=[CH:6][N:5]=1.C(O)(C(F)(F)F)=O, predict the reaction product. (4) Given the reactants Br[C:2]1[CH:7]=[CH:6][C:5]([C:8]2[N:9]([CH2:13][O:14][CH2:15][CH2:16][Si:17]([CH3:20])([CH3:19])[CH3:18])[CH:10]=[CH:11][N:12]=2)=[CH:4][CH:3]=1.[CH3:21][C:22]1([CH3:38])[C:26]([CH3:28])([CH3:27])[O:25][B:24]([B:24]2[O:25][C:26]([CH3:28])([CH3:27])[C:22]([CH3:38])([CH3:21])[O:23]2)[O:23]1.C([O-])(=O)C.[K+], predict the reaction product. The product is: [CH3:21][C:22]1([CH3:38])[C:26]([CH3:28])([CH3:27])[O:25][B:24]([C:2]2[CH:7]=[CH:6][C:5]([C:8]3[N:9]([CH2:13][O:14][CH2:15][CH2:16][Si:17]([CH3:20])([CH3:19])[CH3:18])[CH:10]=[CH:11][N:12]=3)=[CH:4][CH:3]=2)[O:23]1. (5) Given the reactants [OH-].[Na+].[F:3][C:4]1[CH:5]=[C:6]([C:27]2[C:28]([CH3:44])=[CH:29][C:30]([O:33][CH2:34][C:35]3([C:39]([O:41]CC)=[O:40])[CH2:38][CH2:37][CH2:36]3)=[N:31][CH:32]=2)[CH:7]=[CH:8][C:9]=1[C:10]1[N:11]([CH2:19][O:20][CH2:21][CH2:22][Si:23]([CH3:26])([CH3:25])[CH3:24])[CH:12]=[C:13]([C:15]([F:18])([F:17])[F:16])[N:14]=1, predict the reaction product. The product is: [F:3][C:4]1[CH:5]=[C:6]([C:27]2[C:28]([CH3:44])=[CH:29][C:30]([O:33][CH2:34][C:35]3([C:39]([OH:41])=[O:40])[CH2:36][CH2:37][CH2:38]3)=[N:31][CH:32]=2)[CH:7]=[CH:8][C:9]=1[C:10]1[N:11]([CH2:19][O:20][CH2:21][CH2:22][Si:23]([CH3:26])([CH3:25])[CH3:24])[CH:12]=[C:13]([C:15]([F:18])([F:16])[F:17])[N:14]=1. (6) Given the reactants [NH2:1][C:2]1[CH:7]=[CH:6][C:5]([C:8]2[N:9]([CH:24]3[CH2:27][CH2:26][CH2:25]3)[C:10]3[C:15]([C:16]=2[C:17]#[N:18])=[CH:14][CH:13]=[C:12]([O:19][CH2:20][CH2:21][O:22][CH3:23])[CH:11]=3)=[CH:4][CH:3]=1.N1C=CC=CC=1.Cl[C:35]([O:37][C:38]1[CH:43]=[CH:42][C:41]([N+]([O-])=O)=C[CH:39]=1)=[O:36].CC(C1CC1)O, predict the reaction product. The product is: [CH:43]1([CH:38]([O:37][C:35](=[O:36])[NH:1][C:2]2[CH:3]=[CH:4][C:5]([C:8]3[N:9]([CH:24]4[CH2:27][CH2:26][CH2:25]4)[C:10]4[C:15]([C:16]=3[C:17]#[N:18])=[CH:14][CH:13]=[C:12]([O:19][CH2:20][CH2:21][O:22][CH3:23])[CH:11]=4)=[CH:6][CH:7]=2)[CH3:39])[CH2:42][CH2:41]1. (7) Given the reactants [Br:1][C:2]1[C:3]([F:22])=[CH:4][C:5]2[CH:11]3[CH2:12][CH:9]([CH2:10]3)[N:8]3[C:13]([CH:19]=O)=[C:14]([C:16]([NH2:18])=[O:17])[N:15]=[C:7]3[C:6]=2[CH:21]=1.[NH:23]1[CH2:27][CH2:26][CH2:25][CH2:24]1, predict the reaction product. The product is: [Br:1][C:2]1[C:3]([F:22])=[CH:4][C:5]2[CH:11]3[CH2:10][CH:9]([CH2:12]3)[N:8]3[C:13]([CH2:19][N:23]4[CH2:27][CH2:26][CH2:25][CH2:24]4)=[C:14]([C:16]([NH2:18])=[O:17])[N:15]=[C:7]3[C:6]=2[CH:21]=1.